Predict the reactants needed to synthesize the given product. From a dataset of Full USPTO retrosynthesis dataset with 1.9M reactions from patents (1976-2016). Given the product [C:1]([C:5]1[N:10]=[C:9]([N:11]2[CH2:16][CH2:15][N:14]([CH2:17][CH2:18][CH2:19][CH2:20][NH:21][C:31]([N:53]3[CH2:54][CH2:55][N:50]([C:42]4[CH:43]=[C:44]([C:46]([F:48])([F:49])[F:47])[CH:45]=[C:40]([C:38]#[N:39])[CH:41]=4)[CH2:51][CH2:52]3)=[O:32])[CH2:13][CH2:12]2)[CH:8]=[C:7]([C:22]([F:24])([F:25])[F:23])[N:6]=1)([CH3:4])([CH3:2])[CH3:3], predict the reactants needed to synthesize it. The reactants are: [C:1]([C:5]1[N:10]=[C:9]([N:11]2[CH2:16][CH2:15][N:14]([CH2:17][CH2:18][CH2:19][CH2:20][NH2:21])[CH2:13][CH2:12]2)[CH:8]=[C:7]([C:22]([F:25])([F:24])[F:23])[N:6]=1)([CH3:4])([CH3:3])[CH3:2].C1N=CN([C:31](N2C=NC=C2)=[O:32])C=1.[C:38]([C:40]1[CH:41]=[C:42]([N:50]2[CH2:55][CH2:54][NH:53][CH2:52][CH2:51]2)[CH:43]=[C:44]([C:46]([F:49])([F:48])[F:47])[CH:45]=1)#[N:39].